From a dataset of Full USPTO retrosynthesis dataset with 1.9M reactions from patents (1976-2016). Predict the reactants needed to synthesize the given product. (1) Given the product [CH3:1][Si:2]([CH3:13])([CH3:12])[O:3][C:4]1([CH:10]=[O:28])[CH2:9][CH2:8][O:7][CH2:6][CH2:5]1, predict the reactants needed to synthesize it. The reactants are: [CH3:1][Si:2]([CH3:13])([CH3:12])[O:3][C:4]1([C:10]#N)[CH2:9][CH2:8][O:7][CH2:6][CH2:5]1.[H-].C([Al+]C(C)C)(C)C.CCCCCC.[OH2:28]. (2) Given the product [Br:3][C:4]1[CH:9]=[CH:8][C:7]([CH2:10][NH:11][N:12]2[C:17](=[O:18])[C:16]3[CH:19]=[CH:20][CH:21]=[N:22][C:15]=3[N:14]=[C:13]2[C:23]2[CH:24]=[CH:25][C:26]([OH:29])=[CH:27][CH:28]=2)=[CH:6][CH:5]=1, predict the reactants needed to synthesize it. The reactants are: [I-].[Li+].[Br:3][C:4]1[CH:9]=[CH:8][C:7]([CH2:10][NH:11][N:12]2[C:17](=[O:18])[C:16]3[CH:19]=[CH:20][CH:21]=[N:22][C:15]=3[N:14]=[C:13]2[C:23]2[CH:28]=[CH:27][C:26]([O:29]C)=[CH:25][CH:24]=2)=[CH:6][CH:5]=1. (3) Given the product [CH3:1][O:2][CH2:3][CH2:4][O:5][C:6]1[CH:11]=[CH:10][C:9]([C:23]2[C:24]3[CH:31]=[C:30]([CH:32]=[O:33])[CH:29]=[CH:28][C:25]=3[S:26][CH:27]=2)=[C:8]([CH3:21])[CH:7]=1, predict the reactants needed to synthesize it. The reactants are: [CH3:1][O:2][CH2:3][CH2:4][O:5][C:6]1[CH:11]=[CH:10][C:9](B2OC(C)(C)C(C)(C)O2)=[C:8]([CH3:21])[CH:7]=1.Br[C:23]1[C:24]2[CH:31]=[C:30]([CH:32]=[O:33])[CH:29]=[CH:28][C:25]=2[S:26][CH:27]=1.C([O-])([O-])=O.[Cs+].[Cs+]. (4) Given the product [Cl:1][C:2]1[CH:3]=[C:4]([CH:10]([C:27]([F:30])([F:29])[F:28])/[CH:11]=[CH:12]/[C:13]2[CH:21]=[CH:20][C:16]([C:17]([NH:31][CH2:32][C:33](=[O:34])[NH:35][CH2:36][C:37]([F:40])([F:39])[F:38])=[O:18])=[C:15]([O:22][C:23]([F:24])([F:25])[F:26])[CH:14]=2)[CH:5]=[C:6]([Cl:9])[C:7]=1[F:8], predict the reactants needed to synthesize it. The reactants are: [Cl:1][C:2]1[CH:3]=[C:4]([CH:10]([C:27]([F:30])([F:29])[F:28])/[CH:11]=[CH:12]/[C:13]2[CH:21]=[CH:20][C:16]([C:17](O)=[O:18])=[C:15]([O:22][C:23]([F:26])([F:25])[F:24])[CH:14]=2)[CH:5]=[C:6]([Cl:9])[C:7]=1[F:8].[NH2:31][CH2:32][C:33]([NH:35][CH2:36][C:37]([F:40])([F:39])[F:38])=[O:34].C1CN([P+](ON2N=NC3C=CC=CC2=3)(N2CCCC2)N2CCCC2)CC1.F[P-](F)(F)(F)(F)F.CCN(C(C)C)C(C)C. (5) Given the product [CH3:39][O:38][C:37]([C:20]1([NH:19][C:3](=[O:15])[C:4]2[CH:9]=[CH:8][C:7]([O:10][CH3:11])=[C:6]([CH:12]([OH:14])[CH2:13][CH:28]([OH:29])[C:27]3[CH:26]=[C:25]([CH3:24])[CH:32]=[CH:31][CH:30]=3)[CH:5]=2)[CH2:21][CH2:6][CH2:5][CH2:4][CH2:3][CH2:22]1)=[O:41], predict the reactants needed to synthesize it. The reactants are: CO[C:3](=[O:15])[C:4]1[CH:9]=[CH:8][C:7]([O:10][CH3:11])=[C:6]([C:12](=[O:14])[CH3:13])[CH:5]=1.C([N-:19][CH:20]([CH3:22])[CH3:21])(C)C.[Li+].[CH3:24][C:25]1[CH:26]=[C:27]([CH:30]=[CH:31][CH:32]=1)[CH:28]=[O:29].Cl.[BH4-].[Na+].C[C:37](=[O:41])[O:38][CH2:39]C. (6) Given the product [F:8][C:6]1[CH:5]=[C:4]([B:9]2[O:10][CH2:17][CH2:16][NH:12][CH2:13][CH2:14][O:11]2)[CH:3]=[C:2]([F:1])[CH:7]=1, predict the reactants needed to synthesize it. The reactants are: [F:1][C:2]1[CH:3]=[C:4]([B:9]([OH:11])[OH:10])[CH:5]=[C:6]([F:8])[CH:7]=1.[NH:12]([CH2:16][CH2:17]O)[CH2:13][CH2:14]O. (7) Given the product [CH2:1]([O:8][C:9]([NH:11][C@@H:12]([CH2:25][CH3:26])[CH:13]([C:15]1([C:18]([O:20][C:21]([CH3:22])([CH3:24])[CH3:23])=[O:19])[CH2:17][CH2:16]1)[O:14][Si:47]([C:43]([CH3:46])([CH3:45])[CH3:44])([CH3:49])[CH3:48])=[O:10])[C:2]1[CH:3]=[CH:4][CH:5]=[CH:6][CH:7]=1, predict the reactants needed to synthesize it. The reactants are: [CH2:1]([O:8][C:9]([NH:11][C@@H:12]([CH2:25][CH3:26])[CH:13]([C:15]1([C:18]([O:20][C:21]([CH3:24])([CH3:23])[CH3:22])=[O:19])[CH2:17][CH2:16]1)[OH:14])=[O:10])[C:2]1[CH:7]=[CH:6][CH:5]=[CH:4][CH:3]=1.N1C(C)=CC=CC=1C.FC(F)(F)S(O)(=O)=O.[C:43]([SiH:47]([CH3:49])[CH3:48])([CH3:46])([CH3:45])[CH3:44].O. (8) Given the product [F:38][C:2]([F:1])([F:37])[O:3][C:4]1[CH:9]=[CH:8][C:7]([N:10]2[CH:14]=[N:13][C:12]([C:15]3[CH:36]=[CH:35][C:18]([CH2:19][N:20]([O:21][C@H:22]4[C@H:27]([O:28][CH3:29])[C@H:26]([O:30][CH3:31])[C@@H:25]([O:32][CH3:33])[C@H:24]([CH3:34])[O:23]4)[C:39](=[O:45])[CH2:40][CH2:41][C:42]([OH:44])=[O:43])=[CH:17][CH:16]=3)=[N:11]2)=[CH:6][CH:5]=1, predict the reactants needed to synthesize it. The reactants are: [F:1][C:2]([F:38])([F:37])[O:3][C:4]1[CH:9]=[CH:8][C:7]([N:10]2[CH:14]=[N:13][C:12]([C:15]3[CH:36]=[CH:35][C:18]([CH2:19][NH:20][O:21][C@H:22]4[C@H:27]([O:28][CH3:29])[C@H:26]([O:30][CH3:31])[C@@H:25]([O:32][CH3:33])[C@H:24]([CH3:34])[O:23]4)=[CH:17][CH:16]=3)=[N:11]2)=[CH:6][CH:5]=1.[C:39]1(=[O:45])[O:44][C:42](=[O:43])[CH2:41][CH2:40]1. (9) The reactants are: [C:1]([C:3]1[CH:4]=[C:5]([C:24]2[CH:29]=[CH:28][C:27]([C:30]([O:32]C)=[O:31])=[CH:26][CH:25]=2)[CH:6]=[CH:7][C:8]=1[O:9][CH2:10][CH:11]1[CH2:16][CH2:15][N:14]([CH2:17][C:18]([CH2:22][CH3:23])([F:21])[CH2:19][CH3:20])[CH2:13][CH2:12]1)#[N:2].O[Li].O. Given the product [C:1]([C:3]1[CH:4]=[C:5]([C:24]2[CH:29]=[CH:28][C:27]([C:30]([OH:32])=[O:31])=[CH:26][CH:25]=2)[CH:6]=[CH:7][C:8]=1[O:9][CH2:10][CH:11]1[CH2:16][CH2:15][N:14]([CH2:17][C:18]([CH2:22][CH3:23])([F:21])[CH2:19][CH3:20])[CH2:13][CH2:12]1)#[N:2], predict the reactants needed to synthesize it. (10) Given the product [CH3:1][C@H:2]1[CH2:3][CH2:4][C@H:5]([N:8]([CH2:22][C:31]2[CH:36]=[CH:35][CH:34]=[CH:33][N:32]=2)[C:9](=[O:21])[NH:10][C:11]2[S:12][C:13]([S:16][CH2:17][C:18]([OH:20])=[O:19])=[CH:14][N:15]=2)[CH2:6][CH2:7]1, predict the reactants needed to synthesize it. The reactants are: [CH3:1][C@H:2]1[CH2:7][CH2:6][C@H:5]([N:8]([CH2:22]C2C=CN=CC=2)[C:9](=[O:21])[NH:10][C:11]2[S:12][C:13]([S:16][CH2:17][C:18]([OH:20])=[O:19])=[CH:14][N:15]=2)[CH2:4][CH2:3]1.C([C:31]1[CH:36]=[CH:35][CH:34]=[CH:33][N:32]=1)=O.